The task is: Predict the reactants needed to synthesize the given product.. This data is from Full USPTO retrosynthesis dataset with 1.9M reactions from patents (1976-2016). Given the product [C:16]1([S:22]([CH2:25][C:26]2[C:31]([C:32]([O:34][C:41]([CH3:44])([CH3:43])[CH3:42])=[O:33])=[C:30]([OH:35])[C:29]([C:36]3[CH:40]=[CH:39][O:38][CH:37]=3)=[CH:28][CH:27]=2)(=[O:24])=[O:23])[CH:17]=[CH:18][CH:19]=[CH:20][CH:21]=1, predict the reactants needed to synthesize it. The reactants are: C1(N=C=NC2CCCCC2)CCCCC1.[C:16]1([S:22]([CH2:25][C:26]2[C:31]([C:32]([OH:34])=[O:33])=[C:30]([OH:35])[C:29]([C:36]3[CH:40]=[CH:39][O:38][CH:37]=3)=[CH:28][CH:27]=2)(=[O:24])=[O:23])[CH:21]=[CH:20][CH:19]=[CH:18][CH:17]=1.[C:41](O)([CH3:44])([CH3:43])[CH3:42].